From a dataset of Full USPTO retrosynthesis dataset with 1.9M reactions from patents (1976-2016). Predict the reactants needed to synthesize the given product. (1) Given the product [F:25][C:20]1[CH:19]=[C:18]([C:16]2[CH:15]=[C:14]([CH3:26])[C:13]([CH3:27])=[C:12]([CH2:11][NH:10][C:3]3[C:2]([F:1])=[C:7]([OH:8])[CH:6]=[CH:5][C:4]=3[F:9])[CH:17]=2)[CH:23]=[CH:22][C:21]=1[F:24], predict the reactants needed to synthesize it. The reactants are: [F:1][C:2]1[C:7]([OH:8])=[CH:6][CH:5]=[C:4]([F:9])[C:3]=1[NH:10][C:11](=O)[C:12]1[CH:17]=[C:16]([C:18]2[CH:23]=[CH:22][C:21]([F:24])=[C:20]([F:25])[CH:19]=2)[CH:15]=[C:14]([CH3:26])[C:13]=1[CH3:27]. (2) Given the product [CH2:1]([O:8][CH2:9][N:10]1[C:15](=[O:16])[C:14]([Br:17])=[N:13][N:12]([CH2:18][C:19]2[C:20]3[C:25](=[CH:24][CH:23]=[CH:22][CH:21]=3)[CH:29]=[CH:30][C:31]=2[CH3:32])[C:11]1=[O:28])[C:2]1[CH:7]=[CH:6][CH:5]=[CH:4][CH:3]=1, predict the reactants needed to synthesize it. The reactants are: [CH2:1]([O:8][CH2:9][N:10]1[C:15](=[O:16])[C:14]([Br:17])=[N:13][N:12]([CH2:18][C:19](F)(F)[C:20]2[CH:25]=[CH:24][CH:23]=[CH:22][CH:21]=2)[C:11]1=[O:28])[C:2]1[CH:7]=[CH:6][CH:5]=[CH:4][CH:3]=1.[CH3:29][C:30]1C=CC2[C:32](=CC=CC=2)[C:31]=1CO. (3) Given the product [NH2:7][CH2:8][CH:9]1[CH2:10][N:11]([C:13]([C:14]2[CH:19]=[CH:18][C:17]([NH:20][C:21]3[N:26]=[C:25]([NH:27][CH2:28][C:29]4[CH:34]=[CH:33][C:32]([O:35][CH2:36][C:37]([CH2:39][Cl:40])=[CH2:38])=[CH:31][CH:30]=4)[N:24]=[C:23]([O:41][CH2:42][C:43]([F:46])([F:45])[F:44])[N:22]=3)=[CH:16][CH:15]=2)=[O:47])[CH2:12]1, predict the reactants needed to synthesize it. The reactants are: C(OC(=O)[NH:7][CH2:8][CH:9]1[CH2:12][N:11]([C:13](=[O:47])[C:14]2[CH:19]=[CH:18][C:17]([NH:20][C:21]3[N:26]=[C:25]([NH:27][CH2:28][C:29]4[CH:34]=[CH:33][C:32]([O:35][CH2:36][C:37]([CH2:39][Cl:40])=[CH2:38])=[CH:31][CH:30]=4)[N:24]=[C:23]([O:41][CH2:42][C:43]([F:46])([F:45])[F:44])[N:22]=3)=[CH:16][CH:15]=2)[CH2:10]1)(C)(C)C.C(O)(C(F)(F)F)=O. (4) Given the product [Si:1]([O:8][C@@H:9]1[C@@:37]2([CH3:38])[C:13](=[CH:14][CH:15]=[C:16]3[C@@H:36]2[CH2:35][CH2:34][C@@:33]2([CH3:39])[C@H:17]3[CH2:18][CH:19]=[C:20]2[C@@H:21]([S:23][CH2:24][CH2:43][CH2:44][C:45]([CH2:49][CH3:50])([OH:48])[CH2:46][CH3:47])[CH3:22])[CH2:12][C@@H:11]([OH:40])[CH2:10]1)([C:4]([CH3:7])([CH3:6])[CH3:5])([CH3:2])[CH3:3], predict the reactants needed to synthesize it. The reactants are: [Si:1]([O:8][C@@H:9]1[C@@:37]2([CH3:38])[C:13](=[CH:14][CH:15]=[C:16]3[C@@H:36]2[CH2:35][CH2:34][C@@:33]2([CH3:39])[C@H:17]3[CH2:18][CH:19]=[C:20]2[C@@H:21]([S:23][C:24](OC2C=CC=CC=2)=O)[CH3:22])[CH2:12][C@@H:11]([OH:40])[CH2:10]1)([C:4]([CH3:7])([CH3:6])[CH3:5])([CH3:3])[CH3:2].BrC[CH2:43][CH2:44][C:45]([CH2:49][CH3:50])([OH:48])[CH2:46][CH3:47].O1CCCC1.[OH-].[K+]. (5) Given the product [F:1][C:2]1[CH:3]=[C:4]([CH:15]=[C:16]([F:23])[C:17]=1[NH:18][S:19]([CH3:22])(=[O:21])=[O:20])[CH2:5][NH:6][C:7]([C:9]1[S:10][C:11]([C:31]2[CH:30]=[CH:29][CH:28]=[C:27]([O:26][CH2:24][CH3:25])[CH:32]=2)=[CH:12][CH:13]=1)=[O:8], predict the reactants needed to synthesize it. The reactants are: [F:1][C:2]1[CH:3]=[C:4]([CH:15]=[C:16]([F:23])[C:17]=1[NH:18][S:19]([CH3:22])(=[O:21])=[O:20])[CH2:5][NH:6][C:7]([C:9]1[S:10][C:11](Br)=[CH:12][CH:13]=1)=[O:8].[CH2:24]([O:26][C:27]1[CH:28]=[C:29](B(O)O)[CH:30]=[CH:31][CH:32]=1)[CH3:25].